Dataset: Forward reaction prediction with 1.9M reactions from USPTO patents (1976-2016). Task: Predict the product of the given reaction. (1) Given the reactants [NH2:1][C@@H:2]1[CH2:7][CH2:6][O:5][CH2:4][C@H:3]1[C:8]([O:10][CH2:11][CH3:12])=[O:9].CCN(CC)CC.[C:20](Cl)([O:22][CH2:23][C:24]1[CH:29]=[CH:28][CH:27]=[CH:26][CH:25]=1)=[O:21], predict the reaction product. The product is: [CH2:23]([O:22][C:20]([NH:1][C@@H:2]1[CH2:7][CH2:6][O:5][CH2:4][C@H:3]1[C:8]([O:10][CH2:11][CH3:12])=[O:9])=[O:21])[C:24]1[CH:29]=[CH:28][CH:27]=[CH:26][CH:25]=1. (2) Given the reactants [CH3:1][O:2][C:3](=[O:34])[CH:4]([C:10]1[CH:11]=[C:12]([C:25]2[CH:30]=[CH:29][CH:28]=[C:27]([N+:31]([O-:33])=[O:32])[CH:26]=2)[C:13]([O:18][CH2:19][O:20][CH2:21][CH2:22][O:23][CH3:24])=[C:14]([C:16]#[CH:17])[CH:15]=1)[CH2:5][C:6]([O:8][CH3:9])=[O:7].[C:35]([C:37]1[CH:42]=[CH:41][C:40]([NH:43][S:44]([CH3:47])(=[O:46])=[O:45])=[C:39](I)[CH:38]=1)#[N:36].C(N(CC)CC)C.C(O)(=O)CC(CC(O)=O)(C(O)=O)O, predict the reaction product. The product is: [CH3:1][O:2][C:3](=[O:34])[CH:4]([C:10]1[CH:11]=[C:12]([C:25]2[CH:30]=[CH:29][CH:28]=[C:27]([N+:31]([O-:33])=[O:32])[CH:26]=2)[C:13]([O:18][CH2:19][O:20][CH2:21][CH2:22][O:23][CH3:24])=[C:14]([C:16]2[N:43]([S:44]([CH3:47])(=[O:46])=[O:45])[C:40]3[C:41]([CH:17]=2)=[CH:42][C:37]([C:35]#[N:36])=[CH:38][CH:39]=3)[CH:15]=1)[CH2:5][C:6]([O:8][CH3:9])=[O:7]. (3) The product is: [NH2:23][C:24]1[N:25]=[CH:26][C:27]([C:8]2[CH:9]=[C:10]3[C:5]([C:4]([CH3:20])([CH3:21])[C:3](=[O:22])[N:2]3[CH3:1])=[CH:6][CH:7]=2)=[CH:28][CH:29]=1. Given the reactants [CH3:1][N:2]1[C:10]2[C:5](=[CH:6][CH:7]=[C:8](B3OC(C)(C)C(C)(C)O3)[CH:9]=2)[C:4]([CH3:21])([CH3:20])[C:3]1=[O:22].[NH2:23][C:24]1[CH:29]=[CH:28][C:27](Br)=[CH:26][N:25]=1, predict the reaction product.